Dataset: Forward reaction prediction with 1.9M reactions from USPTO patents (1976-2016). Task: Predict the product of the given reaction. Given the reactants [N+:1](/[CH:4]=[CH:5]/[CH2:6][CH2:7][C:8]1[CH:13]=[CH:12][CH:11]=[CH:10][CH:9]=1)([O-:3])=[O:2].[CH:14](=[O:17])[CH2:15][CH3:16].CC(O)C.CCCCCC, predict the reaction product. The product is: [CH3:16][C@@H:15]([C@@H:5]([CH2:4][N+:1]([O-:3])=[O:2])[CH2:6][CH2:7][C:8]1[CH:13]=[CH:12][CH:11]=[CH:10][CH:9]=1)[CH:14]=[O:17].